The task is: Predict the reaction yield, written as a fraction of the theoretical maximum amount of product (1.0 means a 100% yield; for example, 0.34 means a 34% yield).. This data is from Reaction yield outcomes from USPTO patents with 853,638 reactions. (1) The yield is 0.900. The catalyst is C(Cl)Cl. The product is [NH2:1][C:2]1[CH:7]=[CH:6][C:5]([C:8]2([C:16]#[N:17])[CH2:13][CH2:12][S:11](=[O:15])(=[O:14])[CH2:10][CH2:9]2)=[CH:4][C:3]=1[Br:25]. The reactants are [NH2:1][C:2]1[CH:7]=[CH:6][C:5]([C:8]2([C:16]#[N:17])[CH2:13][CH2:12][S:11](=[O:15])(=[O:14])[CH2:10][CH2:9]2)=[CH:4][CH:3]=1.C1C(=O)N([Br:25])C(=O)C1. (2) The reactants are [OH:1][CH2:2][CH2:3][C:4]1[CH:5]=[N:6][N:7]([C:9]2[CH:14]=[C:13]([C:15]#[N:16])[CH:12]=[CH:11][N:10]=2)[CH:8]=1.CCN(CC)CC.[CH3:24][S:25](Cl)(=[O:27])=[O:26].O. The catalyst is C(Cl)Cl. The product is [CH3:24][S:25]([O:1][CH2:2][CH2:3][C:4]1[CH:5]=[N:6][N:7]([C:9]2[CH:14]=[C:13]([C:15]#[N:16])[CH:12]=[CH:11][N:10]=2)[CH:8]=1)(=[O:27])=[O:26]. The yield is 0.870. (3) The reactants are [C:1]1(=O)[C:6]2[CH2:7][O:8][CH2:9][C:5]=2[CH:4]=[N:3][NH:2]1.C1C2C=C(N)N=CC=2CO1.S(Cl)([Cl:23])=O. The catalyst is O. The product is [Cl:23][C:1]1[C:6]2[CH2:7][O:8][CH2:9][C:5]=2[CH:4]=[N:3][N:2]=1. The yield is 0.180. (4) The reactants are [CH3:1][N:2]1[C:8](=[O:9])[CH2:7][C:6]2[CH:10]=[CH:11][CH2:12][CH2:13][C:5]=2[CH2:4][CH2:3]1.[N:14](OCCC(C)C)=[O:15].[Li+].C[Si]([N-][Si](C)(C)C)(C)C.Cl. The catalyst is C1COCC1. The product is [OH:15][N:14]=[C:7]1[C:6]2[CH:10]=[CH:11][CH2:12][CH2:13][C:5]=2[CH2:4][CH2:3][N:2]([CH3:1])[C:8]1=[O:9]. The yield is 0.856.